Dataset: Full USPTO retrosynthesis dataset with 1.9M reactions from patents (1976-2016). Task: Predict the reactants needed to synthesize the given product. (1) Given the product [CH3:7][N:6]([CH3:8])[C:4]([C:3]1[CH:9]=[CH:10][CH:11]=[CH:12][C:2]=1[C:17]1[CH:16]=[CH:15][C:14]([F:13])=[C:22]2[C:18]=1[CH2:19][CH2:20][C@H:21]2[O:23][C:24]1[CH:37]=[CH:36][C:27]2[C@H:28]([CH2:31][C:32]([O:34][CH3:35])=[O:33])[CH2:29][O:30][C:26]=2[CH:25]=1)=[O:5], predict the reactants needed to synthesize it. The reactants are: Br[C:2]1[CH:12]=[CH:11][CH:10]=[CH:9][C:3]=1[C:4]([N:6]([CH3:8])[CH3:7])=[O:5].[F:13][C:14]1[CH:15]=[CH:16][C:17](B2OC(C)(C)C(C)(C)O2)=[C:18]2[C:22]=1[C@H:21]([O:23][C:24]1[CH:37]=[CH:36][C:27]3[C@H:28]([CH2:31][C:32]([O:34][CH3:35])=[O:33])[CH2:29][O:30][C:26]=3[CH:25]=1)[CH2:20][CH2:19]2.BrC1C=CC(F)=C2C=1CC[C@H]2OC1C=CC2[C@H](CC(OC)=O)COC=2C=1. (2) Given the product [CH3:10][S:11]([O:1][CH2:2][C@H:3]1[CH2:9][CH2:8][C:5]2([CH2:7][CH2:6]2)[O:4]1)(=[O:13])=[O:12], predict the reactants needed to synthesize it. The reactants are: [OH:1][CH2:2][C@H:3]1[CH2:9][CH2:8][C:5]2([CH2:7][CH2:6]2)[O:4]1.[CH3:10][S:11](Cl)(=[O:13])=[O:12]. (3) Given the product [CH:23]([N:18]1[C:19]2[C:15](=[CH:14][C:13]([O:12][CH2:11][CH2:10][CH2:9][N:3]3[CH2:4][CH2:5][CH2:6][CH2:7][CH2:8]3)=[CH:21][CH:20]=2)[CH2:16][CH2:17]1)([CH3:25])[CH3:22], predict the reactants needed to synthesize it. The reactants are: Cl.Cl.[N:3]1([CH2:9][CH2:10][CH2:11][O:12][C:13]2[CH:14]=[C:15]3[C:19](=[CH:20][CH:21]=2)[NH:18][CH2:17][CH2:16]3)[CH2:8][CH2:7][CH2:6][CH2:5][CH2:4]1.[CH3:22][C:23]([CH3:25])=O.C([BH3-])#N.[Na+]. (4) Given the product [Br:13][C:14]1[C:15]([CH3:21])=[C:16]([N:17]2[C:4](=[O:12])[C:5]3[C:6](=[CH:8][CH:9]=[CH:10][CH:11]=3)[N:7]=[C:2]2[CH3:1])[CH:18]=[CH:19][CH:20]=1, predict the reactants needed to synthesize it. The reactants are: [CH3:1][C:2]1O[C:4](=[O:12])[C:5]2[CH:11]=[CH:10][CH:9]=[CH:8][C:6]=2[N:7]=1.[Br:13][C:14]1[C:15]([CH3:21])=[C:16]([CH:18]=[CH:19][CH:20]=1)[NH2:17].C(OC(OCC)OCC)C.